From a dataset of Full USPTO retrosynthesis dataset with 1.9M reactions from patents (1976-2016). Predict the reactants needed to synthesize the given product. (1) Given the product [NH2:1][C@@H:4]([CH3:26])[CH2:5][N:6]1[C:14]2[C:9](=[CH:10][CH:11]=[C:12]3[O:18][CH2:17][C@H:16]([O:19][CH2:20][CH2:21][NH:22][C:23](=[O:25])[CH3:24])[CH2:15][C:13]3=2)[CH:8]=[N:7]1, predict the reactants needed to synthesize it. The reactants are: [N:1]([C@@H:4]([CH3:26])[CH2:5][N:6]1[C:14]2[C:9](=[CH:10][CH:11]=[C:12]3[O:18][CH2:17][C@H:16]([O:19][CH2:20][CH2:21][NH:22][C:23](=[O:25])[CH3:24])[CH2:15][C:13]3=2)[CH:8]=[N:7]1)=[N+]=[N-]. (2) Given the product [C:38]([N:30]1[C:31]2[C:36](=[CH:35][C:34]([C:11]3[CH:10]=[CH:9][C:4]([C:5]([O:7][CH3:8])=[O:6])=[CH:3][C:2]=3[CH3:1])=[CH:33][CH:32]=2)[C@H:27]([NH:26][C:25]([O:24][CH:22]([CH3:23])[CH3:21])=[O:42])[CH2:28][C@@H:29]1[CH3:41])(=[O:40])[CH3:39], predict the reactants needed to synthesize it. The reactants are: [CH3:1][C:2]1[CH:3]=[C:4]([CH:9]=[CH:10][C:11]=1B1OC(C)(C)C(C)(C)O1)[C:5]([O:7][CH3:8])=[O:6].[CH3:21][CH:22]([O:24][C:25](=[O:42])[NH:26][C@H:27]1[C:36]2[C:31](=[CH:32][CH:33]=[C:34](Br)[CH:35]=2)[N:30]([C:38](=[O:40])[CH3:39])[C@@H:29]([CH3:41])[CH2:28]1)[CH3:23].C(=O)(O)[O-].[Na+]. (3) Given the product [OH:16][C@H:12]([C:10]1[CH:9]=[CH:8][C:6]([OH:7])=[C:5]([CH2:4][OH:3])[CH:11]=1)[CH2:13][NH:14][CH2:18][CH2:19][CH2:20][CH2:21][CH2:22][CH2:23][O:24][CH2:25][CH2:26][C:27]#[C:28][C:29]1[CH:30]=[C:31]([NH:35][C:36]([NH:38][C:39]2[CH:44]=[CH:43][N:42]=[CH:41][N:40]=2)=[O:37])[CH:32]=[CH:33][CH:34]=1, predict the reactants needed to synthesize it. The reactants are: CC1(C)[O:7][C:6]2[CH:8]=[CH:9][C:10]([C@H:12]3[O:16]C(=O)[N:14]([CH2:18][CH2:19][CH2:20][CH2:21][CH2:22][CH2:23][O:24][CH2:25][CH2:26][C:27]#[C:28][C:29]4[CH:30]=[C:31]([NH:35][C:36]([NH:38][C:39]5[CH:44]=[CH:43][N:42]=[CH:41][N:40]=5)=[O:37])[CH:32]=[CH:33][CH:34]=4)[CH2:13]3)=[CH:11][C:5]=2[CH2:4][O:3]1.C[Si](C)(C)[O-].[K+]. (4) The reactants are: [Cl:1][C:2]1[CH:11]=[CH:10][C:9]2[C:8]([C:12]([OH:14])=O)=[C:7]([Cl:15])[CH:6]=[CH:5][C:4]=2[N:3]=1.[F:16][C:17]1([F:25])[CH2:22][CH2:21][CH:20](NC)[CH2:19][CH2:18]1.Cl.[CH3:27][N:28](C)CCCN=C=NCC.N1(O)C2C=CC=CC=2N=N1.C(N(C(C)C)C(C)C)C. Given the product [Cl:1][C:2]1[CH:11]=[CH:10][C:9]2[C:8]([C:12]([NH:28][CH2:27][CH:20]3[CH2:19][CH2:18][C:17]([F:16])([F:25])[CH2:22][CH2:21]3)=[O:14])=[C:7]([Cl:15])[CH:6]=[CH:5][C:4]=2[N:3]=1, predict the reactants needed to synthesize it. (5) The reactants are: [C:1](=[O:4])([O-:3])[O-:2].[Na+].[Na+].[Cl-].[Cr+3:8].[Cl-].[Cl-].[Cr]. Given the product [C:1](=[O:2])([O-:4])[O-:3].[Cr+3:8].[C:1](=[O:2])([O-:4])[O-:3].[C:1](=[O:2])([O-:4])[O-:3].[Cr+3:8], predict the reactants needed to synthesize it. (6) Given the product [CH3:17][O:18][C:19]1[CH:20]=[C:21]2[C:26](=[CH:27][CH:28]=1)[CH:25]=[C:24]([O:29][C:2]1[CH:7]=[CH:6][C:5]([N+:8]([O-:10])=[O:9])=[CH:4][CH:3]=1)[CH:23]=[CH:22]2, predict the reactants needed to synthesize it. The reactants are: F[C:2]1[CH:7]=[CH:6][C:5]([N+:8]([O-:10])=[O:9])=[CH:4][CH:3]=1.C(=O)([O-])[O-].[K+].[K+].[CH3:17][O:18][C:19]1[CH:20]=[C:21]2[C:26](=[CH:27][CH:28]=1)[CH:25]=[C:24]([OH:29])[CH:23]=[CH:22]2.O.